Regression. Given a peptide amino acid sequence and an MHC pseudo amino acid sequence, predict their binding affinity value. This is MHC class II binding data. From a dataset of Peptide-MHC class II binding affinity with 134,281 pairs from IEDB. The peptide sequence is YHFDLSGHAFGAMAKKGDEQ. The MHC is DRB3_0202 with pseudo-sequence DRB3_0202. The binding affinity (normalized) is 0.212.